Dataset: Peptide-MHC class I binding affinity with 185,985 pairs from IEDB/IMGT. Task: Regression. Given a peptide amino acid sequence and an MHC pseudo amino acid sequence, predict their binding affinity value. This is MHC class I binding data. (1) The peptide sequence is RISSSLDQT. The MHC is HLA-A02:06 with pseudo-sequence HLA-A02:06. The binding affinity (normalized) is 0.0542. (2) The peptide sequence is TPKGPKVKY. The MHC is HLA-B15:01 with pseudo-sequence HLA-B15:01. The binding affinity (normalized) is 0.0847. (3) The peptide sequence is SYNNKEKKW. The MHC is HLA-A29:02 with pseudo-sequence HLA-A29:02. The binding affinity (normalized) is 0.00230. (4) The peptide sequence is YWMGGTTYF. The MHC is HLA-B07:02 with pseudo-sequence HLA-B07:02. The binding affinity (normalized) is 0.0847.